Dataset: Reaction yield outcomes from USPTO patents with 853,638 reactions. Task: Predict the reaction yield, written as a fraction of the theoretical maximum amount of product (1.0 means a 100% yield; for example, 0.34 means a 34% yield). The reactants are [Cl:1][C:2]1[CH:7]=[CH:6][C:5]([C@@H:8]([NH:10][C:11](=[O:35])[N:12]([CH2:25][C:26]2[CH:34]=[CH:33][C:29]([C:30](O)=[O:31])=[CH:28][CH:27]=2)[C:13]2[CH:18]=[CH:17][C:16]([CH:19]3[CH2:24][CH2:23][CH2:22][CH2:21][CH2:20]3)=[CH:15][CH:14]=2)[CH3:9])=[CH:4][CH:3]=1.C1C=CC2N(O)N=NC=2C=1.CCN=C=NCCCN(C)C.Cl.[CH3:58][O:59][C:60](=[O:64])[CH2:61][CH2:62][NH2:63].C(N(CC)C(C)C)(C)C. The catalyst is CN(C=O)C. The product is [CH3:58][O:59][C:60](=[O:64])[CH2:61][CH2:62][NH:63][C:30](=[O:31])[C:29]1[CH:33]=[CH:34][C:26]([CH2:25][N:12]([C:13]2[CH:14]=[CH:15][C:16]([CH:19]3[CH2:20][CH2:21][CH2:22][CH2:23][CH2:24]3)=[CH:17][CH:18]=2)[C:11]([NH:10][C@H:8]([C:5]2[CH:6]=[CH:7][C:2]([Cl:1])=[CH:3][CH:4]=2)[CH3:9])=[O:35])=[CH:27][CH:28]=1. The yield is 0.990.